Dataset: Reaction yield outcomes from USPTO patents with 853,638 reactions. Task: Predict the reaction yield, written as a fraction of the theoretical maximum amount of product (1.0 means a 100% yield; for example, 0.34 means a 34% yield). (1) The reactants are [CH2:1]([C:8]1[N:13]=[N:12][C:11]([O:14]CC2C=CC=CC=2)=[C:10]([O:22]CC2C=CC=CC=2)[CH:9]=1)[C:2]1[CH:7]=[CH:6][CH:5]=[CH:4][CH:3]=1. The catalyst is CO.[Pd]. The product is [CH2:1]([C:8]1[CH:9]=[C:10]([OH:22])[C:11](=[O:14])[NH:12][N:13]=1)[C:2]1[CH:7]=[CH:6][CH:5]=[CH:4][CH:3]=1. The yield is 0.770. (2) The reactants are [F:1][C:2]1[CH:11]=[C:10]2[C:5]([CH:6]([C:12]([OH:14])=[O:13])[CH2:7][CH2:8][O:9]2)=[CH:4][CH:3]=1.[CH2:15]1COCC1. The catalyst is CO.S(=O)(=O)(O)O.C(OCC)(=O)C.C(=O)(O)[O-].[Na+]. The product is [F:1][C:2]1[CH:11]=[C:10]2[C:5]([CH:6]([C:12]([O:14][CH3:15])=[O:13])[CH2:7][CH2:8][O:9]2)=[CH:4][CH:3]=1. The yield is 0.987. (3) The reactants are [CH:1](=O)[C:2]1[CH:7]=[CH:6][CH:5]=[CH:4][CH:3]=1.[N:9]1[C:18]2[CH2:17][CH2:16][CH2:15][CH2:14][C:13]=2[CH:12]=[CH:11][CH:10]=1. The catalyst is C(OC(=O)C)(=O)C. The product is [CH:1](=[C:17]1[C:18]2[N:9]=[CH:10][CH:11]=[CH:12][C:13]=2[CH2:14][CH2:15][CH2:16]1)[C:2]1[CH:7]=[CH:6][CH:5]=[CH:4][CH:3]=1. The yield is 0.580. (4) The reactants are [CH3:1][N:2]([CH3:11])[C:3]1[CH:4]=[C:5]([CH:8]=[CH:9][CH:10]=1)[CH2:6][OH:7]. The catalyst is CC(C)=O.O=[Mn]=O. The product is [CH3:1][N:2]([CH3:11])[C:3]1[CH:4]=[C:5]([CH:8]=[CH:9][CH:10]=1)[CH:6]=[O:7]. The yield is 0.640. (5) The reactants are [NH2:1][C:2]1[C:10]2[C:5](=[N:6][C:7]([C:12]3[CH:17]=[CH:16][C:15]([O:18][CH3:19])=[C:14]([O:20][CH3:21])[CH:13]=3)=[CH:8][C:9]=2[CH3:11])[S:4][C:3]=1[C:22]([NH2:24])=[O:23].[C:25](O[C:25](=O)[CH2:26][CH2:27][CH3:28])(=O)[CH2:26][CH2:27][CH3:28]. The catalyst is C1(C)C=CC=CC=1. The product is [CH3:21][O:20][C:14]1[CH:13]=[C:12]([C:7]2[CH:8]=[C:9]([CH3:11])[C:10]3[C:2]4[N:1]=[C:25]([CH2:26][CH2:27][CH3:28])[NH:24][C:22](=[O:23])[C:3]=4[S:4][C:5]=3[N:6]=2)[CH:17]=[CH:16][C:15]=1[O:18][CH3:19]. The yield is 0.470. (6) The reactants are [C:1]([O:5][C:6]([N:8]1[CH2:13][CH2:12][C:11]2[NH:14][CH:15]=[N:16][C:10]=2[CH2:9]1)=[O:7])([CH3:4])([CH3:3])[CH3:2].C1C(=O)N([I:24])C(=O)C1. The catalyst is C1COCC1.CCOC(C)=O. The product is [C:1]([O:5][C:6]([N:8]1[CH2:13][CH2:12][C:11]2[NH:14][C:15]([I:24])=[N:16][C:10]=2[CH2:9]1)=[O:7])([CH3:4])([CH3:2])[CH3:3]. The yield is 0.648. (7) The reactants are [F:1][C:2]1[CH:19]=[C:18]([N+:20]([O-:22])=[O:21])[CH:17]=[CH:16][C:3]=1[O:4][C:5]1[C:10]2=[C:11]([CH3:15])[C:12]([OH:14])=[CH:13][N:9]2[N:8]=[CH:7][N:6]=1.[C:23]([O-])([O-])=O.[Cs+].[Cs+].CI. The catalyst is CN(C=O)C. The product is [F:1][C:2]1[CH:19]=[C:18]([N+:20]([O-:22])=[O:21])[CH:17]=[CH:16][C:3]=1[O:4][C:5]1[C:10]2=[C:11]([CH3:15])[C:12]([O:14][CH3:23])=[CH:13][N:9]2[N:8]=[CH:7][N:6]=1. The yield is 0.650. (8) The reactants are C([O:3][C:4]([C:6]1[C:10]([C:11]([F:14])([F:13])[F:12])=[CH:9][N:8]([CH3:15])[N:7]=1)=[O:5])C.[OH-].[Na+]. The catalyst is CO. The product is [CH3:15][N:8]1[CH:9]=[C:10]([C:11]([F:13])([F:14])[F:12])[C:6]([C:4]([OH:5])=[O:3])=[N:7]1. The yield is 1.00. (9) The reactants are [F:1][C:2]1([F:33])[O:6][C:5]2[CH:7]=[CH:8][C:9]([C:11]3([C:14]([NH:16][C@@H:17]4[CH2:22][CH2:21][O:20][C@@H:19]([C:23]5[CH:24]=[C:25]([CH:30]=[CH:31][CH:32]=5)[C:26](OC)=[O:27])[CH2:18]4)=[O:15])[CH2:13][CH2:12]3)=[CH:10][C:4]=2[O:3]1.[BH4-].[Na+]. The catalyst is O1CCCC1.CO. The product is [F:33][C:2]1([F:1])[O:6][C:5]2[CH:7]=[CH:8][C:9]([C:11]3([C:14]([NH:16][C@@H:17]4[CH2:22][CH2:21][O:20][C@@H:19]([C:23]5[CH:32]=[CH:31][CH:30]=[C:25]([CH2:26][OH:27])[CH:24]=5)[CH2:18]4)=[O:15])[CH2:13][CH2:12]3)=[CH:10][C:4]=2[O:3]1. The yield is 0.309.